Dataset: Reaction yield outcomes from USPTO patents with 853,638 reactions. Task: Predict the reaction yield, written as a fraction of the theoretical maximum amount of product (1.0 means a 100% yield; for example, 0.34 means a 34% yield). The reactants are [F:1][C:2]1[CH:17]=[C:16]([CH:18]=O)[CH:15]=[CH:14][C:3]=1[O:4][C:5]1[N:6]=[CH:7][C:8]([C:11]([NH2:13])=[O:12])=[N:9][CH:10]=1.[CH2:20]([CH:22]([CH2:26][CH3:27])[CH2:23][CH2:24][NH2:25])[CH3:21].[BH4-].[Na+]. The catalyst is CO. The product is [CH2:20]([CH:22]([CH2:26][CH3:27])[CH2:23][CH2:24][NH:25][CH2:18][C:16]1[CH:15]=[CH:14][C:3]([O:4][C:5]2[N:6]=[CH:7][C:8]([C:11]([NH2:13])=[O:12])=[N:9][CH:10]=2)=[C:2]([F:1])[CH:17]=1)[CH3:21]. The yield is 0.620.